From a dataset of Reaction yield outcomes from USPTO patents with 853,638 reactions. Predict the reaction yield, written as a fraction of the theoretical maximum amount of product (1.0 means a 100% yield; for example, 0.34 means a 34% yield). (1) The reactants are Br[C:2]1[CH:11]=[C:10]2[C:5]([C:6](Cl)=[C:7]([N+:12]([O-:14])=[O:13])[CH:8]=[N:9]2)=[CH:4][CH:3]=1.[CH3:16][O:17][C:18]1[CH:23]=[C:22]([C:24]([F:27])([F:26])[F:25])[CH:21]=[CH:20][C:19]=1B(O)O.C(=O)([O-])[O-].[K+].[K+].CCN(C(C)C)C(C)C.[CH2:46]([SH:53])[C:47]1[CH:52]=[CH:51][CH:50]=[CH:49][CH:48]=1. The catalyst is CCOC(C)=O.C1C=CC(P(C2C=CC=CC=2)[C-]2C=CC=C2)=CC=1.C1C=CC(P(C2C=CC=CC=2)[C-]2C=CC=C2)=CC=1.Cl[Pd]Cl.[Fe+2].C1C=CC(/C=C/C(/C=C/C2C=CC=CC=2)=O)=CC=1.C1C=CC(/C=C/C(/C=C/C2C=CC=CC=2)=O)=CC=1.C1C=CC(/C=C/C(/C=C/C2C=CC=CC=2)=O)=CC=1.[Pd].[Pd].CC1(C)C2C(=C(P(C3C=CC=CC=3)C3C=CC=CC=3)C=CC=2)OC2C(P(C3C=CC=CC=3)C3C=CC=CC=3)=CC=CC1=2. The product is [CH2:46]([S:53][C:2]1[CH:11]=[C:10]2[C:5]([C:6]([C:19]3[CH:20]=[CH:21][C:22]([C:24]([F:27])([F:26])[F:25])=[CH:23][C:18]=3[O:17][CH3:16])=[C:7]([N+:12]([O-:14])=[O:13])[CH:8]=[N:9]2)=[CH:4][CH:3]=1)[C:47]1[CH:52]=[CH:51][CH:50]=[CH:49][CH:48]=1. The yield is 0.830. (2) The reactants are C(Cl)(=O)C(Cl)=O.CS(C)=O.[Br:11][C:12]1[C:13]([F:32])=[CH:14][C:15]([F:31])=[C:16]([C@@:18]([NH:23][C:24](=[O:30])[O:25][C:26]([CH3:29])([CH3:28])[CH3:27])([CH2:20][CH2:21][OH:22])[CH3:19])[CH:17]=1.C(N(CC)CC)C. The catalyst is C(Cl)Cl.CCOC(C)=O.O. The product is [Br:11][C:12]1[C:13]([F:32])=[CH:14][C:15]([F:31])=[C:16]([C@@:18]([NH:23][C:24](=[O:30])[O:25][C:26]([CH3:27])([CH3:28])[CH3:29])([CH2:20][CH:21]=[O:22])[CH3:19])[CH:17]=1. The yield is 0.960. (3) The reactants are [Cl:1][C:2]1[CH:7]=[CH:6][C:5]([CH:8]([CH2:13][NH:14][CH2:15][C:16]([F:19])([F:18])[F:17])[C:9]([O:11]C)=[O:10])=[CH:4][CH:3]=1.O([Si](C)(C)C)[K:21]. The catalyst is C1COCC1.CCOCC. The product is [Cl:1][C:2]1[CH:3]=[CH:4][C:5]([CH:8]([CH2:13][NH:14][CH2:15][C:16]([F:17])([F:18])[F:19])[C:9]([O-:11])=[O:10])=[CH:6][CH:7]=1.[K+:21]. The yield is 1.18. (4) The reactants are [NH2:1][C:2]1[CH:3]=[CH:4][C:5]([CH3:21])=[C:6]([C:8]2[CH:13]=[CH:12][C:11]([C:14]([NH:16][CH2:17][CH:18]3[CH2:20][CH2:19]3)=[O:15])=[CH:10][CH:9]=2)[CH:7]=1.[F:22][C:23]([F:40])([F:39])[C:24]1[CH:29]=[CH:28][C:27]([C:30]2[CH:31]=[C:32]([CH:36]=[CH:37][CH:38]=2)[C:33](O)=[O:34])=[CH:26][CH:25]=1. The catalyst is C1COCC1. The product is [CH:18]1([CH2:17][NH:16][C:14]([C:11]2[CH:12]=[CH:13][C:8]([C:6]3[C:5]([CH3:21])=[CH:4][CH:3]=[C:2]([NH:1][C:33](=[O:34])[C:32]4[CH:36]=[CH:37][CH:38]=[C:30]([C:27]5[CH:28]=[CH:29][C:24]([C:23]([F:22])([F:39])[F:40])=[CH:25][CH:26]=5)[CH:31]=4)[CH:7]=3)=[CH:9][CH:10]=2)=[O:15])[CH2:20][CH2:19]1. The yield is 0.670. (5) The product is [Cl:31][C:28]1[CH:27]=[CH:26][C:25]([NH:24][C:22](=[O:23])[C:21]2[CH:32]=[C:17]([Br:16])[CH:18]=[CH:19][C:20]=2[O:33][C:2]2[C:11]3[C:6](=[CH:7][C:8]([O:14][CH3:15])=[C:9]([O:12][CH3:13])[CH:10]=3)[N:5]=[CH:4][CH:3]=2)=[CH:30][CH:29]=1. The yield is 0.230. The catalyst is CN(C)C1C=CN=CC=1.ClC1C=CC=CC=1Cl. The reactants are Cl[C:2]1[C:11]2[C:6](=[CH:7][C:8]([O:14][CH3:15])=[C:9]([O:12][CH3:13])[CH:10]=2)[N:5]=[CH:4][CH:3]=1.[Br:16][C:17]1[CH:32]=[C:21]([C:22]([NH:24][C:25]2[CH:30]=[CH:29][C:28]([Cl:31])=[CH:27][CH:26]=2)=[O:23])[C:20]([OH:33])=[CH:19][CH:18]=1. (6) The reactants are [S:1]1[CH2:6][CH2:5][C:4](=[O:7])[CH2:3][CH2:2]1.[C:8]1(C)C=CC(S(O)(=O)=O)=C[CH:9]=1. The catalyst is C1(C)C=CC=CC=1. The product is [CH:6]12[S:1][CH:2]([CH2:8][CH2:9]1)[CH2:3][C:4](=[O:7])[CH2:5]2. The yield is 0.930.